Regression. Given a peptide amino acid sequence and an MHC pseudo amino acid sequence, predict their binding affinity value. This is MHC class II binding data. From a dataset of Peptide-MHC class II binding affinity with 134,281 pairs from IEDB. (1) The peptide sequence is TSCSLMHTAVDLVNE. The MHC is DRB1_0301 with pseudo-sequence DRB1_0301. The binding affinity (normalized) is 0.0554. (2) The peptide sequence is YDKFLANVSTVYTGK. The MHC is DRB1_1101 with pseudo-sequence DRB1_1101. The binding affinity (normalized) is 0.459. (3) The peptide sequence is SPLLTEGFKLLSSLV. The MHC is DRB1_0701 with pseudo-sequence DRB1_0701. The binding affinity (normalized) is 0.635. (4) The peptide sequence is FLVKCQLQNPGVADL. The MHC is H-2-IAb with pseudo-sequence H-2-IAb. The binding affinity (normalized) is 0.109. (5) The peptide sequence is SSYAATEVANAAAAS. The MHC is HLA-DQA10501-DQB10201 with pseudo-sequence HLA-DQA10501-DQB10201. The binding affinity (normalized) is 0.333. (6) The peptide sequence is SRFFVMGEETPLLTK. The MHC is H-2-IAb with pseudo-sequence H-2-IAb. The binding affinity (normalized) is 0.345.